From a dataset of Reaction yield outcomes from USPTO patents with 853,638 reactions. Predict the reaction yield, written as a fraction of the theoretical maximum amount of product (1.0 means a 100% yield; for example, 0.34 means a 34% yield). (1) The reactants are [N:1]([CH2:4][C:5]1[N:6]=[C:7]([C:11]2[CH:16]=[CH:15][C:14]([C:17]([F:20])([F:19])[F:18])=[CH:13][CH:12]=2)[O:8][C:9]=1[CH3:10])=[N+]=[N-].[H][H]. The catalyst is C(OCC)(=O)C.O=[Pt]=O. The product is [CH3:10][C:9]1[O:8][C:7]([C:11]2[CH:12]=[CH:13][C:14]([C:17]([F:20])([F:19])[F:18])=[CH:15][CH:16]=2)=[N:6][C:5]=1[CH2:4][NH2:1]. The yield is 0.842. (2) The reactants are C([O:8][CH2:9][CH2:10][O:11][C:12]1[CH:17]=[CH:16][C:15]([NH:18][C:19](=[O:48])[CH2:20][C:21]2[C:26]([F:27])=[CH:25][C:24]([C:28]3[CH:29]=[N:30][C:31]([O:37]CC4C=CC(OC)=CC=4)=[C:32]([O:34][CH2:35][CH3:36])[CH:33]=3)=[CH:23][C:22]=2[F:47])=[CH:14][C:13]=1[C:49]([F:52])([F:51])[F:50])C1C=CC=CC=1. The catalyst is CO.[Pd]. The product is [CH2:35]([O:34][C:32]1[C:31](=[O:37])[NH:30][CH:29]=[C:28]([C:24]2[CH:25]=[C:26]([F:27])[C:21]([CH2:20][C:19]([NH:18][C:15]3[CH:16]=[CH:17][C:12]([O:11][CH2:10][CH2:9][OH:8])=[C:13]([C:49]([F:50])([F:52])[F:51])[CH:14]=3)=[O:48])=[C:22]([F:47])[CH:23]=2)[CH:33]=1)[CH3:36]. The yield is 0.140. (3) The reactants are [C:1]([N:8]1[CH2:13][CH2:12][N:11]([C:14]([NH:16][C:17]2[CH:26]=[CH:25][CH:24]=[CH:23][C:18]=2[C:19]([O:21]C)=[O:20])=[O:15])[CH2:10][CH2:9]1)([O:3][C:4]([CH3:7])([CH3:6])[CH3:5])=[O:2].[OH-].[Na+]. The catalyst is CO. The product is [C:1]([N:8]1[CH2:13][CH2:12][N:11]([C:14]([NH:16][C:17]2[CH:26]=[CH:25][CH:24]=[CH:23][C:18]=2[C:19]([OH:21])=[O:20])=[O:15])[CH2:10][CH2:9]1)([O:3][C:4]([CH3:7])([CH3:6])[CH3:5])=[O:2]. The yield is 0.870. (4) The reactants are [CH2:1]([O:3][C:4](=[O:30])[C:5]([CH3:29])([CH:11]1[CH2:20][CH2:19][C:18]2[C:13](=[CH:14][CH:15]=[C:16]([CH2:21][CH2:22][CH2:23][CH2:24][CH2:25][CH2:26][CH2:27][CH3:28])[CH:17]=2)[CH2:12]1)[C:6]([O:8]CC)=[O:7])[CH3:2].[OH-].[K+]. The catalyst is CCO. The product is [CH2:1]([O:3][C:4](=[O:30])[C:5]([CH3:29])([CH:11]1[CH2:20][CH2:19][C:18]2[C:13](=[CH:14][CH:15]=[C:16]([CH2:21][CH2:22][CH2:23][CH2:24][CH2:25][CH2:26][CH2:27][CH3:28])[CH:17]=2)[CH2:12]1)[C:6]([OH:8])=[O:7])[CH3:2]. The yield is 0.520. (5) The reactants are [CH3:1][C:2]1[CH:3]=[C:4]([NH2:9])[C:5]([NH2:8])=[CH:6][CH:7]=1.[CH:10]([CH:12]=O)=O. The catalyst is C(O)(C)C. The product is [CH3:1][C:2]1[CH:3]=[C:4]2[C:5](=[CH:6][CH:7]=1)[N:8]=[CH:12][CH:10]=[N:9]2. The yield is 0.930. (6) The reactants are [CH:1]1([CH:7]([N:19]2[C:23]3[CH:24]=[C:25]([F:29])[C:26]([F:28])=[CH:27][C:22]=3[N:21]=[C:20]2[C:30]2[C:31]([O:38][CH3:39])=[N:32][C:33]([O:36][CH3:37])=[CH:34][CH:35]=2)[CH2:8]OC2C=CC(C(O)=O)=CN=2)[CH2:6][CH2:5][CH2:4][CH2:3][CH2:2]1.[CH3:40][O:41][C:42](=[O:52])[C:43]1[CH:48]=[C:47]([CH3:49])[C:46]([OH:50])=[C:45]([CH3:51])[CH:44]=1. No catalyst specified. The product is [CH3:40][O:41][C:42](=[O:52])[C:43]1[CH:48]=[C:47]([CH3:49])[C:46]([O:50][CH2:8][CH:7]([CH:1]2[CH2:6][CH2:5][CH2:4][CH2:3][CH2:2]2)[N:19]2[C:23]3[CH:24]=[C:25]([F:29])[C:26]([F:28])=[CH:27][C:22]=3[N:21]=[C:20]2[C:30]2[C:31]([O:38][CH3:39])=[N:32][C:33]([O:36][CH3:37])=[CH:34][CH:35]=2)=[C:45]([CH3:51])[CH:44]=1. The yield is 0.270. (7) The reactants are C(N(CC)CC)C.[Br:8][C:9]1[C:17]([F:18])=[CH:16][CH:15]=[C:14]([N+:19]([O-:21])=[O:20])[C:10]=1[C:11]([NH2:13])=O.O. The catalyst is O=P(Cl)(Cl)Cl. The product is [Br:8][C:9]1[C:17]([F:18])=[CH:16][CH:15]=[C:14]([N+:19]([O-:21])=[O:20])[C:10]=1[C:11]#[N:13]. The yield is 0.640.